Dataset: Forward reaction prediction with 1.9M reactions from USPTO patents (1976-2016). Task: Predict the product of the given reaction. (1) Given the reactants [NH2:1][C:2]1[CH:3]=[C:4]([C:9]2[C:18]([N:19]([CH:21]([CH3:23])[CH3:22])[CH3:20])=[N:17][C:16]3[C:11](=[CH:12][CH:13]=[C:14]([C:24]([O:26][CH3:27])=[O:25])[CH:15]=3)[N:10]=2)[CH:5]=[CH:6][C:7]=1[NH2:8].[N:28]([O-])=O.[Na+], predict the reaction product. The product is: [NH:8]1[C:7]2[CH:6]=[CH:5][C:4]([C:9]3[C:18]([N:19]([CH:21]([CH3:23])[CH3:22])[CH3:20])=[N:17][C:16]4[C:11](=[CH:12][CH:13]=[C:14]([C:24]([O:26][CH3:27])=[O:25])[CH:15]=4)[N:10]=3)=[CH:3][C:2]=2[N:1]=[N:28]1. (2) Given the reactants [CH3:1][C:2]1[CH:7]=[CH:6][CH:5]=[C:4]([CH3:8])[C:3]=1[NH:9][C:10](=[O:32])[CH2:11][N:12]1[CH2:17][CH2:16][N:15]([CH2:18][CH:19]([OH:31])[CH2:20]OC2CC3C(=CC=CC=3)C2)[CH2:14][CH2:13]1.[CH:33]1[C:42]2[C:37](=[CH:38][CH:39]=[CH:40][CH:41]=2)[CH:36]=[CH:35][C:34]=1[CH2:43][OH:44], predict the reaction product. The product is: [CH3:8][C:4]1[CH:5]=[CH:6][CH:7]=[C:2]([CH3:1])[C:3]=1[NH:9][C:10](=[O:32])[CH2:11][N:12]1[CH2:17][CH2:16][N:15]([CH2:18][CH:19]([OH:31])[CH2:20][O:44][CH2:43][C:34]2[CH:35]=[CH:36][C:37]3[C:42](=[CH:41][CH:40]=[CH:39][CH:38]=3)[CH:33]=2)[CH2:14][CH2:13]1. (3) Given the reactants COCCOC[N:7]1[C:11]2=[N:12][CH:13]=[C:14]([N:16]3[CH2:21][CH2:20][O:19][CH2:18][CH2:17]3)[CH:15]=[C:10]2[C:9]([C:22]2[CH:27]=[CH:26][CH:25]=[CH:24][C:23]=2[O:28][CH3:29])=[CH:8]1.C(O)=O.C(=O)(O)[O-].[Na+].C(OCC)(=O)C, predict the reaction product. The product is: [CH3:29][O:28][C:23]1[CH:24]=[CH:25][CH:26]=[CH:27][C:22]=1[C:9]1[C:10]2[C:11](=[N:12][CH:13]=[C:14]([N:16]3[CH2:21][CH2:20][O:19][CH2:18][CH2:17]3)[CH:15]=2)[NH:7][CH:8]=1. (4) Given the reactants [OH:1][CH:2]([CH2:19][C:20]1[CH:25]=[CH:24][CH:23]=[CH:22][CH:21]=1)/[CH:3]=[CH:4]/[C@H:5]1[CH2:9][S:8][C:7](=[O:10])[N:6]1[CH2:11][CH2:12][CH2:13][CH2:14][CH2:15][CH2:16][C:17]#[N:18].C([Sn]([N:39]=[N+:40]=[N-:41])(CCCC)CCCC)CCC.C(OCC)(=O)C, predict the reaction product. The product is: [OH:1][CH:2]([CH2:19][C:20]1[CH:21]=[CH:22][CH:23]=[CH:24][CH:25]=1)/[CH:3]=[CH:4]/[C@H:5]1[CH2:9][S:8][C:7](=[O:10])[N:6]1[CH2:11][CH2:12][CH2:13][CH2:14][CH2:15][CH2:16][C:17]1[NH:41][N:40]=[N:39][N:18]=1. (5) The product is: [CH3:1][C:2]1[S:3][C:4]2[CH:10]=[CH:9][C:8]([C:11]([NH:19][CH2:18][C:17]3[CH:20]=[CH:21][CH:22]=[CH:23][C:16]=3[C:15]([F:14])([F:24])[F:25])=[O:13])=[CH:7][C:5]=2[N:6]=1. Given the reactants [CH3:1][C:2]1[S:3][C:4]2[CH:10]=[CH:9][C:8]([C:11]([OH:13])=O)=[CH:7][C:5]=2[N:6]=1.[F:14][C:15]([F:25])([F:24])[C:16]1[CH:23]=[CH:22][CH:21]=[CH:20][C:17]=1[CH2:18][NH2:19].C(Cl)CCl, predict the reaction product. (6) Given the reactants [F:1][C:2]1[CH:3]=[CH:4][C:5](B(O)O)=[C:6]2[C:10]=1[C@H:9]([O:11][C:12]1[CH:25]=[CH:24][C:15]3[C@H:16]([CH2:19][C:20]([O:22][CH3:23])=[O:21])[CH2:17][O:18][C:14]=3[CH:13]=1)[CH2:8][CH2:7]2.[OH:29][C:30]1[CH:35]=[CH:34][C:33]([N:36]2[CH2:40][CH2:39][CH2:38][C:37]2=[O:41])=[CH:32][CH:31]=1, predict the reaction product. The product is: [CH3:23][O:22][C:20](=[O:21])[CH2:19][C@H:16]1[C:15]2[CH:24]=[CH:25][C:12]([O:11][C@H:9]3[C:10]4[C:6](=[C:5]([O:29][C:30]5[CH:35]=[CH:34][C:33]([N:36]6[CH2:40][CH2:39][CH2:38][C:37]6=[O:41])=[CH:32][CH:31]=5)[CH:4]=[CH:3][C:2]=4[F:1])[CH2:7][CH2:8]3)=[CH:13][C:14]=2[O:18][CH2:17]1.